Dataset: Catalyst prediction with 721,799 reactions and 888 catalyst types from USPTO. Task: Predict which catalyst facilitates the given reaction. (1) Reactant: [F:1][C:2]1[CH:3]=[C:4]([C:9]2[CH:14]=[CH:13][C:12]([C:15]3[C:24]4[C:19](=[CH:20][C:21]([S:25](OC5C(F)=C(F)C(F)=C(F)C=5F)(=[O:27])=[O:26])=[CH:22][CH:23]=4)[CH:18]=[CH:17][N:16]=3)=[C:11]([O:40][CH3:41])[CH:10]=2)[CH:5]=[C:6]([F:8])[CH:7]=1.[CH3:42][C:43]1[N:48]=[CH:47][N:46]=[C:45]([NH2:49])[CH:44]=1.C[Si]([N-][Si](C)(C)C)(C)C.[Li+]. Product: [F:1][C:2]1[CH:3]=[C:4]([C:9]2[CH:14]=[CH:13][C:12]([C:15]3[C:24]4[C:19](=[CH:20][C:21]([S:25]([NH:49][C:45]5[CH:44]=[C:43]([CH3:42])[N:48]=[CH:47][N:46]=5)(=[O:26])=[O:27])=[CH:22][CH:23]=4)[CH:18]=[CH:17][N:16]=3)=[C:11]([O:40][CH3:41])[CH:10]=2)[CH:5]=[C:6]([F:8])[CH:7]=1. The catalyst class is: 1. (2) Reactant: [Br:1][C:2]1[CH:3]=[C:4]2[C:9](=[CH:10][C:11]=1[F:12])[O:8][C:7]([CH2:14][CH2:15][OH:16])([CH3:13])[CH2:6][C:5]2=[O:17].C(N(CC)CC)C.[CH2:25](Cl)[O:26][CH3:27]. Product: [Br:1][C:2]1[CH:3]=[C:4]2[C:9](=[CH:10][C:11]=1[F:12])[O:8][C:7]([CH2:14][CH2:15][O:16][CH2:25][O:26][CH3:27])([CH3:13])[CH2:6][C:5]2=[O:17]. The catalyst class is: 2.